Dataset: Full USPTO retrosynthesis dataset with 1.9M reactions from patents (1976-2016). Task: Predict the reactants needed to synthesize the given product. (1) Given the product [Cl:1][C:2]1[CH:3]=[C:4]([C:9]2[O:13][N:12]=[CH:11][C:10]=2[CH2:14][CH2:15][CH2:16][OH:17])[CH:5]=[CH:6][C:7]=1[Cl:8], predict the reactants needed to synthesize it. The reactants are: [Cl:1][C:2]1[CH:3]=[C:4]([C:9]2[O:13][N:12]=[CH:11][C:10]=2[CH2:14][CH2:15][C:16](OC)=[O:17])[CH:5]=[CH:6][C:7]=1[Cl:8].[H-].C([Al+]CC(C)C)C(C)C.Cl. (2) Given the product [F:1][C:2]1[C:11]2[C:6](=[CH:7][CH:8]=[C:9]([N+:12]([O-:14])=[O:13])[CH:10]=2)[C:5]([OH:15])=[N:4][CH:3]=1, predict the reactants needed to synthesize it. The reactants are: [F:1][CH:2]1[C:11]2[C:6](=[CH:7][CH:8]=[C:9]([N+:12]([O-:14])=[O:13])[CH:10]=2)[C:5](=[O:15])[NH:4][CH:3]1OC.Cl.O1CCOCC1. (3) The reactants are: [CH2:1]([N:5]([S:15]([C:18]1[CH:23]=[CH:22][C:21]([CH3:24])=[CH:20][CH:19]=1)(=[O:17])=[O:16])[C@H:6]([C:12]([OH:14])=[O:13])[CH2:7][CH2:8][CH2:9][CH2:10][NH2:11])[CH:2]([CH3:4])[CH3:3].[CH3:25][C:26]1[CH:31]=[CH:30][C:29]([S:32]([NH:35][C@H:36]([C:41](O)=[O:42])[CH2:37][C:38](=[O:40])[NH2:39])(=[O:34])=[O:33])=[CH:28][CH:27]=1. Given the product [CH3:25][C:26]1[CH:31]=[CH:30][C:29]([S:32]([NH:35][C@H:36]([C:41]([NH:11][CH2:10][CH2:9][CH2:8][CH2:7][C@H:6]([N:5]([S:15]([C:18]2[CH:23]=[CH:22][C:21]([CH3:24])=[CH:20][CH:19]=2)(=[O:17])=[O:16])[CH2:1][CH:2]([CH3:3])[CH3:4])[C:12]([OH:14])=[O:13])=[O:42])[CH2:37][C:38]([NH2:39])=[O:40])(=[O:33])=[O:34])=[CH:28][CH:27]=1, predict the reactants needed to synthesize it. (4) Given the product [CH3:15][O:9][C:5]1[CH:6]=[N:7][CH:8]=[C:3]([O:2][CH2:1][O:14][CH3:13])[CH:4]=1, predict the reactants needed to synthesize it. The reactants are: [CH3:1][O:2][C:3]1[CH:4]=[C:5]([OH:9])[CH:6]=[N:7][CH:8]=1.CN([CH:13]=[O:14])C.[CH3:15]C(C)([O-])C.[K+].COC(Cl)Cl. (5) Given the product [C:3]([C:2]([NH:1][C:21](=[O:22])[O:20][CH2:13][C:14]1[CH:19]=[CH:18][CH:17]=[CH:16][CH:15]=1)([CH3:6])[CH3:5])#[N:4], predict the reactants needed to synthesize it. The reactants are: [NH2:1][C:2]([CH3:6])([CH3:5])[C:3]#[N:4].C([O-])([O-])=O.[Na+].[Na+].[CH2:13]([O:20][C:21](Cl)=[O:22])[C:14]1[CH:19]=[CH:18][CH:17]=[CH:16][CH:15]=1. (6) Given the product [F:1][C:2]1[CH:7]=[C:6]([I:8])[CH:5]=[CH:4][C:3]=1[NH:9][C:10]1[C:14]2[CH:15]=[N:16][CH:17]=[CH:18][C:13]=2[N:12]([CH2:19][CH2:20][OH:21])[C:11]=1[C:32]([NH2:34])=[O:33], predict the reactants needed to synthesize it. The reactants are: [F:1][C:2]1[CH:7]=[C:6]([I:8])[CH:5]=[CH:4][C:3]=1[NH:9][C:10]1[C:14]2[CH:15]=[N:16][CH:17]=[CH:18][C:13]=2[N:12]([CH2:19][CH2:20][O:21][Si](C(C)C)(C(C)C)C(C)C)[C:11]=1[C:32]([NH2:34])=[O:33].Cl. (7) Given the product [Cl-:29].[C:1]([CH2:4][CH2:5][CH2:6][C:7]1([CH3:17])[C:15]2[C:10](=[CH:11][CH:12]=[CH:13][CH:14]=2)[N+:9]([CH2:19][CH2:20][P:21]([O:25][CH2:26][CH3:27])([O:22][CH2:23][CH3:24])=[O:28])=[C:8]1[CH3:16])([OH:3])=[O:2], predict the reactants needed to synthesize it. The reactants are: [C:1]([CH2:4][CH2:5][CH2:6][C:7]1([CH3:17])[C:15]2[C:10](=[CH:11][CH:12]=[CH:13][CH:14]=2)[N:9]=[C:8]1[CH3:16])([OH:3])=[O:2].Br[CH2:19][CH2:20][P:21](=[O:28])([O:25][CH2:26][CH3:27])[O:22][CH2:23][CH3:24].[ClH:29]. (8) Given the product [CH:13]([O:12][C:9]1([C:6]2[CH:5]=[CH:4][C:3]([C:1]#[C:2][C:25]3[CH:26]=[CH:27][C:22]([CH2:21][C:20]([O:19][CH3:18])=[O:29])=[CH:23][CH:24]=3)=[CH:8][C:7]=2[CH2:30][CH3:31])[CH2:10][CH2:11]1)([CH3:14])[CH3:15], predict the reactants needed to synthesize it. The reactants are: [C:1]([C:3]1[CH:8]=[CH:7][C:6]([C:9]2([O:12][CH:13]([CH3:15])[CH3:14])[CH2:11][CH2:10]2)=[CH:5][C:4]=1CC)#[CH:2].[CH3:18][O:19][C:20](=[O:29])[CH2:21][C:22]1[CH:27]=[CH:26][C:25](I)=[CH:24][CH:23]=1.[CH2:30](N(CC)CC)[CH3:31]. (9) Given the product [CH:1]1([O:7][C:46]([C:44]2[N:45]=[C:41]([CH:38]3[CH2:37][CH2:36][N:35]([C:33]([O:32][C:28]([CH3:31])([CH3:30])[CH3:29])=[O:34])[CH2:40][CH2:39]3)[S:42][CH:43]=2)=[O:47])[CH2:6][CH2:5][CH2:4][CH2:3][CH2:2]1, predict the reactants needed to synthesize it. The reactants are: [CH:1]1([OH:7])[CH2:6][CH2:5][CH2:4][CH2:3][CH2:2]1.CN(C1C=CC=CN=1)C.C(N=C=NCCCN(C)C)C.[C:28]([O:32][C:33]([N:35]1[CH2:40][CH2:39][CH:38]([C:41]2[S:42][CH:43]=[C:44]([C:46](O)=[O:47])[N:45]=2)[CH2:37][CH2:36]1)=[O:34])([CH3:31])([CH3:30])[CH3:29].